Dataset: Forward reaction prediction with 1.9M reactions from USPTO patents (1976-2016). Task: Predict the product of the given reaction. (1) Given the reactants C(OC(=O)C(=O)CN1[C:15](=[O:16])[C:14]2[C:9](=[CH:10][CH:11]=[CH:12][CH:13]=2)[C:8]1=[O:17])C.[NH2:20][NH:21][C:22]([NH2:24])=[S:23].C(N(CC)[CH:29]([CH3:31])[CH3:30])(C)C.C[CH2:35][OH:36], predict the reaction product. The product is: [O:36]=[C:35]1[C:31]([CH2:29][CH:30]2[C:8](=[O:17])[C:9]3[C:14](=[CH:13][CH:12]=[CH:11][CH:10]=3)[C:15]2=[O:16])=[N:20][NH:21][C:22](=[S:23])[NH:24]1. (2) Given the reactants [CH3:1][C:2]1[C:6]([C:7]2[CH:16]=[C:15]3[C:10]([C:11](=[O:20])[C:12](C(O)=O)=[CH:13][NH:14]3)=[CH:9][C:8]=2[O:21][CH3:22])=[C:5]([CH3:23])[O:4][N:3]=1.C1(OC2C=CC=CC=2)C=CC=CC=1, predict the reaction product. The product is: [CH3:1][C:2]1[C:6]([C:7]2[CH:16]=[C:15]3[C:10]([C:11](=[O:20])[CH:12]=[CH:13][NH:14]3)=[CH:9][C:8]=2[O:21][CH3:22])=[C:5]([CH3:23])[O:4][N:3]=1. (3) Given the reactants Cl[C:2]1[CH:11]=[CH:10][N:9]=[C:8]2[C:3]=1[CH:4]=[CH:5][C:6]([CH2:12][CH2:13][CH3:14])=[N:7]2.[NH2:15][C:16]1[CH:21]=[C:20]([CH3:22])[CH:19]=[CH:18][C:17]=1[S:23][C:24]1[CH:25]=[C:26]([OH:30])[CH:27]=[CH:28][CH:29]=1, predict the reaction product. The product is: [CH3:22][C:20]1[CH:19]=[CH:18][C:17]([S:23][C:24]2[CH:25]=[C:26]([OH:30])[CH:27]=[CH:28][CH:29]=2)=[C:16]([NH:15][C:2]2[C:3]3[C:8](=[N:7][C:6]([CH2:12][CH2:13][CH3:14])=[CH:5][CH:4]=3)[N:9]=[CH:10][CH:11]=2)[CH:21]=1.